Dataset: Peptide-MHC class I binding affinity with 185,985 pairs from IEDB/IMGT. Task: Regression. Given a peptide amino acid sequence and an MHC pseudo amino acid sequence, predict their binding affinity value. This is MHC class I binding data. The peptide sequence is TIISEEYLSK. The MHC is HLA-A03:01 with pseudo-sequence HLA-A03:01. The binding affinity (normalized) is 0.660.